Dataset: Full USPTO retrosynthesis dataset with 1.9M reactions from patents (1976-2016). Task: Predict the reactants needed to synthesize the given product. (1) Given the product [Br:1][C:2]1[CH:3]=[C:4]2[C:10]3([CH2:14][CH2:13][N:12]([C:40](=[O:41])[CH2:39][NH:38][C:31](=[O:32])[O:33][C:34]([CH3:35])([CH3:36])[CH3:37])[CH2:11]3)[CH2:9][N:8]([C:15](=[O:16])[NH:17][C:18]3[S:19][C:20]([Cl:23])=[CH:21][N:22]=3)[C:5]2=[CH:6][CH:7]=1, predict the reactants needed to synthesize it. The reactants are: [Br:1][C:2]1[CH:3]=[C:4]2[C:10]3([CH2:14][CH2:13][NH:12][CH2:11]3)[CH2:9][N:8]([C:15]([NH:17][C:18]3[S:19][C:20]([Cl:23])=[CH:21][N:22]=3)=[O:16])[C:5]2=[CH:6][CH:7]=1.C(N(CC)CC)C.[C:31]([NH:38][CH2:39][C:40](O)=[O:41])([O:33][C:34]([CH3:37])([CH3:36])[CH3:35])=[O:32].Cl.C(N=C=NCCCN(C)C)C. (2) Given the product [CH3:24][N:25]([CH3:27])/[CH:26]=[C:3](/[C:2]([CH:8]1[CH2:12][CH2:11][CH2:10][O:9]1)=[O:1])\[C:4]([O:6][CH3:7])=[O:5], predict the reactants needed to synthesize it. The reactants are: [O:1]=[C:2]([CH:8]1[CH2:12][CH2:11][CH2:10][O:9]1)[CH2:3][C:4]([O:6][CH3:7])=[O:5].C1(C(C(=[CH:24][N:25]([CH3:27])[CH3:26])C(OCC)=O)=O)CC1. (3) Given the product [F:21][C:20]([F:23])([F:22])[C:38]([OH:41])=[O:39].[Cl:1][C:2]1[CH:7]=[CH:6][C:5]([O:8][C:9]2[CH:14]=[CH:13][C:12]([CH2:15][NH:16][C:17]3[NH:19][CH:27]=[C:26]([CH2:31][C:32]4[CH:37]=[N:36][CH:35]=[N:34][CH:33]=4)[C:25](=[O:24])[N:18]=3)=[CH:11][CH:10]=2)=[CH:4][C:3]=1[C:20]([F:21])([F:22])[F:23], predict the reactants needed to synthesize it. The reactants are: [Cl:1][C:2]1[CH:7]=[CH:6][C:5]([O:8][C:9]2[CH:14]=[CH:13][C:12]([CH2:15][NH:16][C:17]([NH2:19])=[NH:18])=[CH:11][CH:10]=2)=[CH:4][C:3]=1[C:20]([F:23])([F:22])[F:21].[OH:24]/[CH:25]=[C:26](/[CH2:31][C:32]1[CH:33]=[N:34][CH:35]=[N:36][CH:37]=1)\[C:27](OC)=O.[C:38]([O-:41])([O-])=[O:39].[Cs+].[Cs+]. (4) The reactants are: [CH3:1][N:2]1[CH2:9][CH:8]2[CH:4]([CH2:5][N:6]([C:10]3[O:14][N:13]=[C:12]([C:15]4[CH:20]=[CH:19][CH:18]=[CH:17][CH:16]=4)[CH:11]=3)[CH2:7]2)[CH2:3]1.[C:21]([OH:28])(=[O:27])/[CH:22]=[CH:23]/[C:24]([OH:26])=[O:25]. Given the product [C:21]([OH:28])(=[O:27])/[CH:22]=[CH:23]/[C:24]([OH:26])=[O:25].[CH3:1][N:2]1[CH2:3][CH:4]2[CH:8]([CH2:7][N:6]([C:10]3[O:14][N:13]=[C:12]([C:15]4[CH:16]=[CH:17][CH:18]=[CH:19][CH:20]=4)[CH:11]=3)[CH2:5]2)[CH2:9]1, predict the reactants needed to synthesize it.